The task is: Predict the product of the given reaction.. This data is from Forward reaction prediction with 1.9M reactions from USPTO patents (1976-2016). (1) Given the reactants [S:1]1[CH:5]=[CH:4][N:3]=[C:2]1[C:6]1[CH:23]=[CH:22][CH:21]=[CH:20][C:7]=1[CH2:8][N:9]1C(=O)C2C(=CC=CC=2)C1=O.O.NN, predict the reaction product. The product is: [S:1]1[CH:5]=[CH:4][N:3]=[C:2]1[C:6]1[CH:23]=[CH:22][CH:21]=[CH:20][C:7]=1[CH2:8][NH2:9]. (2) Given the reactants [C:1]([C:3]1[CH:8]=[C:7]([CH:9]2[CH2:13][CH2:12][CH2:11][N:10]2[C:14]([O:16][C:17]([CH3:20])([CH3:19])[CH3:18])=[O:15])[CH:6]=[CH:5][N:4]=1)#[N:2].[C:21](OC)(=[O:29])[C:22]1[C:23](=[CH:25][CH:26]=[CH:27][CH:28]=1)[SH:24].C(N(CC)CC)C, predict the reaction product. The product is: [O:29]=[C:21]1[C:22]2[CH:28]=[CH:27][CH:26]=[CH:25][C:23]=2[S:24][C:1]([C:3]2[CH:8]=[C:7]([CH:9]3[CH2:13][CH2:12][CH2:11][N:10]3[C:14]([O:16][C:17]([CH3:20])([CH3:19])[CH3:18])=[O:15])[CH:6]=[CH:5][N:4]=2)=[N:2]1. (3) Given the reactants [Br:1][C:2]1[CH:10]=[CH:9][C:5]([C:6]([NH2:8])=[O:7])=[CH:4][CH:3]=1.[CH3:11][C:12]([CH3:17])([CH3:16])[CH2:13][CH:14]=O.[NH:18]1[C:22]2[CH:23]=[CH:24][CH:25]=[CH:26][C:21]=2[N:20]=[N:19]1.C1(C)C=CC(S(O)(=O)=O)=CC=1, predict the reaction product. The product is: [N:18]1([CH:14]([NH:8][C:6](=[O:7])[C:5]2[CH:9]=[CH:10][C:2]([Br:1])=[CH:3][CH:4]=2)[CH2:13][C:12]([CH3:17])([CH3:16])[CH3:11])[C:22]2[CH:23]=[CH:24][CH:25]=[CH:26][C:21]=2[N:20]=[N:19]1.